From a dataset of Reaction yield outcomes from USPTO patents with 853,638 reactions. Predict the reaction yield, written as a fraction of the theoretical maximum amount of product (1.0 means a 100% yield; for example, 0.34 means a 34% yield). (1) The reactants are [F:1][C:2]1[CH:9]=[C:8]([O:10]C)[CH:7]=[CH:6][C:3]=1[CH:4]=[O:5].[I-].[K+].[Cl-].[Cl-].[Cl-].[Al+3]. The catalyst is C1(C)C=CC=CC=1.O. The product is [F:1][C:2]1[CH:9]=[C:8]([OH:10])[CH:7]=[CH:6][C:3]=1[CH:4]=[O:5]. The yield is 0.290. (2) The reactants are [Cl:1][C:2]1[CH:3]=[N:4][C:5]2[C:10]([N:11]=1)=[CH:9][C:8]([CH:12]([OH:26])[C:13]1[CH:14]=[C:15]([NH:19][C:20](=[O:25])[C:21]([CH3:24])([CH3:23])[CH3:22])[CH:16]=[CH:17][CH:18]=1)=[CH:7][CH:6]=2. The catalyst is C(Cl)Cl.O=[Mn]=O. The product is [Cl:1][C:2]1[CH:3]=[N:4][C:5]2[C:10]([N:11]=1)=[CH:9][C:8]([C:12]([C:13]1[CH:14]=[C:15]([NH:19][C:20](=[O:25])[C:21]([CH3:23])([CH3:22])[CH3:24])[CH:16]=[CH:17][CH:18]=1)=[O:26])=[CH:7][CH:6]=2. The yield is 0.940. (3) The reactants are [CH:1]([Si:4]([O:11][CH2:12][C@@H:13]([OH:23])[CH2:14][NH:15][C:16]([O:18][C:19]([CH3:22])([CH3:21])[CH3:20])=[O:17])([CH:8]([CH3:10])[CH3:9])[CH:5]([CH3:7])[CH3:6])([CH3:3])[CH3:2].[H-].[Na+].[CH3:26][O:27][C:28]1[CH:29]=[C:30]([CH:33]=[CH:34][C:35]=1[O:36][CH3:37])[CH2:31]Br. The catalyst is C1COCC1. The product is [CH:8]([Si:4]([O:11][CH2:12][C@@H:13]([O:23][CH2:31][C:30]1[CH:33]=[CH:34][C:35]([O:36][CH3:37])=[C:28]([O:27][CH3:26])[CH:29]=1)[CH2:14][NH:15][C:16]([O:18][C:19]([CH3:22])([CH3:21])[CH3:20])=[O:17])([CH:5]([CH3:7])[CH3:6])[CH:1]([CH3:3])[CH3:2])([CH3:9])[CH3:10]. The yield is 0.128. (4) The reactants are Br[CH2:2][CH2:3][CH2:4][CH2:5][C:6]([O:8][CH3:9])=[O:7].[CH3:10][O-:11].[Na+]. The catalyst is CO. The product is [CH3:10][O:11][CH2:2][CH2:3][CH2:4][CH2:5][C:6]([O:8][CH3:9])=[O:7]. The yield is 0.978. (5) The reactants are [F:1][C:2]1[CH:7]=[C:6]([C:8]([OH:11])([CH3:10])[CH3:9])[CH:5]=[C:4]([F:12])[C:3]=1[C:13]1[N:18]=[C:17]([C:19]([O:21]C)=[O:20])[CH:16]=[CH:15][C:14]=1[F:23].C1COCC1.[OH-].[Na+]. The catalyst is CO. The product is [F:1][C:2]1[CH:7]=[C:6]([C:8]([OH:11])([CH3:10])[CH3:9])[CH:5]=[C:4]([F:12])[C:3]=1[C:13]1[N:18]=[C:17]([C:19]([OH:21])=[O:20])[CH:16]=[CH:15][C:14]=1[F:23]. The yield is 0.208. (6) The reactants are [NH2:1][C:2]1[CH:10]=[C:9]([O:11][CH3:12])[CH:8]=[C:7]([O:13][CH3:14])[C:3]=1[C:4]([NH2:6])=[O:5].[CH3:15][O:16][C:17]1[CH:24]=[CH:23][C:20]([CH:21]=O)=[CH:19][CH:18]=1.COC1C=C(OC)C=C2C=1C(=O)NC(C1C=CC=CN=1)=N2. No catalyst specified. The product is [CH3:14][O:13][C:7]1[CH:8]=[C:9]([O:11][CH3:12])[CH:10]=[C:2]2[C:3]=1[C:4](=[O:5])[NH:6][C:21]([C:20]1[CH:23]=[CH:24][C:17]([O:16][CH3:15])=[CH:18][CH:19]=1)=[N:1]2. The yield is 0.440. (7) The reactants are C([O:4][CH2:5][C:6]1[S:7][C:8]([Br:12])=[CH:9][C:10]=1[CH3:11])(=O)C.C([O-])([O-])=O.[K+].[K+]. The catalyst is CO. The product is [Br:12][C:8]1[S:7][C:6]([CH2:5][OH:4])=[C:10]([CH3:11])[CH:9]=1. The yield is 0.820.